From a dataset of Reaction yield outcomes from USPTO patents with 853,638 reactions. Predict the reaction yield, written as a fraction of the theoretical maximum amount of product (1.0 means a 100% yield; for example, 0.34 means a 34% yield). (1) The reactants are [CH3:1][NH:2][CH2:3][CH2:4][NH:5][CH3:6].O(C(C)(C)C)[Na].[C:13]1([CH3:19])[CH:18]=[CH:17][CH:16]=[CH:15][CH:14]=1.BrC1C=CC=CC=1C. The catalyst is C(Cl)Cl.C1C=CC(/C=C/C(/C=C/C2C=CC=CC=2)=O)=CC=1.C1C=CC(/C=C/C(/C=C/C2C=CC=CC=2)=O)=CC=1.C1C=CC(/C=C/C(/C=C/C2C=CC=CC=2)=O)=CC=1.[Pd].[Pd]. The product is [CH3:1][N:2]([C:14]1[CH:15]=[CH:16][CH:17]=[CH:18][C:13]=1[CH3:19])[CH2:3][CH2:4][NH:5][CH3:6]. The yield is 0.170. (2) The reactants are [F:1][C:2]([F:11])([F:10])[C:3]1[CH:4]=[C:5]([CH:7]=[CH:8][CH:9]=1)[NH2:6].[NH2:12][C:13]1[CH:18]=[CH:17][C:16]([C:19]2[CH:23]=[C:22]([C:24]([NH:26][CH:27]([CH:32]([CH3:34])[CH3:33])[C:28]([O:30][CH3:31])=[O:29])=[O:25])[O:21][N:20]=2)=[CH:15][CH:14]=1.[OH2:35].CCO[C:39]([CH3:41])=[O:40]. The catalyst is C(Cl)(=O)C(Cl)=O. The product is [CH3:33][CH:32]([CH3:34])[CH:27]([NH:26][C:24]([C:22]1[O:21][N:20]=[C:19]([C:16]2[CH:17]=[CH:18][C:13]([NH:12][C:39](=[O:40])[C:41](=[O:35])[NH:6][C:5]3[CH:7]=[CH:8][CH:9]=[C:3]([C:2]([F:10])([F:11])[F:1])[CH:4]=3)=[CH:14][CH:15]=2)[CH:23]=1)=[O:25])[C:28]([O:30][CH3:31])=[O:29]. The yield is 0.290. (3) The reactants are [CH3:1][O:2][C:3]1[CH:4]=[C:5]([CH:10]=[CH:11][C:12]=1[O:13][CH2:14][C:15]([O:18][CH3:19])([CH3:17])[CH3:16])[C:6]([O:8]C)=[O:7].[OH-].[Na+]. The catalyst is O1CCOCC1. The product is [CH3:1][O:2][C:3]1[CH:4]=[C:5]([CH:10]=[CH:11][C:12]=1[O:13][CH2:14][C:15]([O:18][CH3:19])([CH3:16])[CH3:17])[C:6]([OH:8])=[O:7]. The yield is 0.770. (4) The reactants are [CH3:1][N:2]([S:25]([C:28]1[CH:33]=[CH:32][CH:31]=[CH:30][N:29]=1)(=[O:27])=[O:26])[C:3]1[CH:4]=[C:5]([O:17][CH2:18][CH2:19][CH2:20][S:21]([CH3:24])(=[O:23])=[O:22])[CH:6]=[C:7]2[C:11]=1[NH:10][C:9]([C:12]([O:14]CC)=[O:13])=[CH:8]2.[OH-].[Na+].C(O)C.Cl. The catalyst is O.O1CCCC1. The product is [CH3:1][N:2]([S:25]([C:28]1[CH:33]=[CH:32][CH:31]=[CH:30][N:29]=1)(=[O:27])=[O:26])[C:3]1[CH:4]=[C:5]([O:17][CH2:18][CH2:19][CH2:20][S:21]([CH3:24])(=[O:23])=[O:22])[CH:6]=[C:7]2[C:11]=1[NH:10][C:9]([C:12]([OH:14])=[O:13])=[CH:8]2. The yield is 0.980.